From a dataset of Full USPTO retrosynthesis dataset with 1.9M reactions from patents (1976-2016). Predict the reactants needed to synthesize the given product. (1) Given the product [Cl:26][C:20]1[CH:21]=[CH:22][CH:23]=[C:24]([F:25])[C:19]=1[C:15]1[N:14]=[C:13]([C:9]2[S:10][C:11]([CH3:1])=[C:7]([Br:6])[C:8]=2[CH3:27])[N:17]([CH3:18])[N:16]=1, predict the reactants needed to synthesize it. The reactants are: [CH2:1]([Li])CCC.[Br:6][C:7]1[C:8]([CH3:27])=[C:9]([C:13]2[N:17]([CH3:18])[N:16]=[C:15]([C:19]3[C:24]([F:25])=[CH:23][CH:22]=[CH:21][C:20]=3[Cl:26])[N:14]=2)[S:10][C:11]=1Br.IC.[Cl-].[NH4+]. (2) Given the product [F:1][C:2]1[C:7]([F:8])=[CH:6][CH:5]=[CH:4][C:3]=1[C:9](=[O:11])[CH2:10][C:13]([OH:12])([C:19]([O:21][CH2:22][CH3:23])=[O:20])[C:14]([O:16][CH2:17][CH3:18])=[O:15], predict the reactants needed to synthesize it. The reactants are: [F:1][C:2]1[C:7]([F:8])=[CH:6][CH:5]=[CH:4][C:3]=1[C:9](=[O:11])[CH3:10].[O:12]=[C:13]([C:19]([O:21][CH2:22][CH3:23])=[O:20])[C:14]([O:16][CH2:17][CH3:18])=[O:15]. (3) Given the product [F:9][C:10]([F:21])([F:20])[C:11]1[CH:16]=[CH:15][C:14]([C:2]2[N:7]=[N:6][C:5]([NH2:8])=[CH:4][CH:3]=2)=[CH:13][CH:12]=1, predict the reactants needed to synthesize it. The reactants are: Cl[C:2]1[N:7]=[N:6][C:5]([NH2:8])=[CH:4][CH:3]=1.[F:9][C:10]([F:21])([F:20])[C:11]1[CH:16]=[CH:15][C:14](B(O)O)=[CH:13][CH:12]=1.[F-].[Cs+].C(N(CC)CC)C.